Dataset: Catalyst prediction with 721,799 reactions and 888 catalyst types from USPTO. Task: Predict which catalyst facilitates the given reaction. Reactant: [O:1]=[C:2]1[C:7]([CH2:8][C:9]2[CH:14]=[CH:13][C:12]([C:15]3[C:16]([C:21]#[N:22])=[CH:17][CH:18]=[CH:19][CH:20]=3)=[CH:11][CH:10]=2)=[C:6]([CH2:23][CH2:24][CH3:25])[N:5]2[N:26]=[CH:27][N:28]=[C:4]2[NH:3]1.Br[CH2:30][C:31]([O:33][C:34]([CH3:37])([CH3:36])[CH3:35])=[O:32].C(=O)([O-])[O-].[K+].[K+].CN(C)C=O. Product: [C:21]([C:16]1[CH:17]=[CH:18][CH:19]=[CH:20][C:15]=1[C:12]1[CH:11]=[CH:10][C:9]([CH2:8][C:7]2[C:2](=[O:1])[N:3]([CH2:30][C:31]([O:33][C:34]([CH3:37])([CH3:36])[CH3:35])=[O:32])[C:4]3[N:5]([N:26]=[CH:27][N:28]=3)[C:6]=2[CH2:23][CH2:24][CH3:25])=[CH:14][CH:13]=1)#[N:22]. The catalyst class is: 13.